From a dataset of Reaction yield outcomes from USPTO patents with 853,638 reactions. Predict the reaction yield, written as a fraction of the theoretical maximum amount of product (1.0 means a 100% yield; for example, 0.34 means a 34% yield). (1) The reactants are [Br:1][C:2]1[CH:3]=[C:4]([C:15]([NH:17][CH2:18][C:19]2[C:20]([CH3:35])=[CH:21][C:22]([NH:27]C(=O)OC(C)(C)C)=[N:23][C:24]=2[O:25]C)=[O:16])[C:5]2[C:6]([CH3:14])=[CH:7][N:8]([CH:11]([CH3:13])[CH3:12])[C:9]=2[CH:10]=1.[Si](I)(C)(C)C. The catalyst is C(#N)C.C(Cl)Cl. The product is [NH4+:8].[OH-:16].[CH3:15][OH:16].[NH2:27][C:22]1[NH:23][C:24](=[O:25])[C:19]([CH2:18][NH:17][C:15]([C:4]2[C:5]3[C:6]([CH3:14])=[CH:7][N:8]([CH:11]([CH3:12])[CH3:13])[C:9]=3[CH:10]=[C:2]([Br:1])[CH:3]=2)=[O:16])=[C:20]([CH3:35])[CH:21]=1. The yield is 0.0500. (2) The reactants are [C:1]1([NH:7][N:8]=[CH:9][C:10]2[CH:11]=[CH:12][C:13]3[N:14]([CH2:23][CH3:24])[C:15]4[C:20]([C:21]=3[CH:22]=2)=[CH:19][CH:18]=[CH:17][CH:16]=4)[CH:6]=[CH:5][CH:4]=[CH:3][CH:2]=1.[OH-].[K+].C(=O)([O-])[O-].[K+].[K+].[CH3:33][C:34]([CH3:36])=[O:35]. The catalyst is C(C1OC1)Cl.CCOCC.CCCCCC. The product is [O:35]1[CH2:36][CH:34]1[CH2:33][N:7]([C:1]1[CH:2]=[CH:3][CH:4]=[CH:5][CH:6]=1)[N:8]=[CH:9][C:10]1[CH:11]=[CH:12][C:13]2[N:14]([CH2:23][CH3:24])[C:15]3[C:20]([C:21]=2[CH:22]=1)=[CH:19][CH:18]=[CH:17][CH:16]=3. The yield is 0.812. (3) The reactants are [Cl-].O[NH3+:3].[C:4](=[O:7])([O-])[OH:5].[Na+].CS(C)=O.[CH3:13][CH:14]([O:16][C:17]1[CH:22]=[CH:21][C:20]([N:23]2[C:28](=[O:29])[C:27]([CH2:30][C:31]3[CH:36]=[CH:35][C:34]([C:37]4[C:38]([C:43]#[N:44])=[CH:39][CH:40]=[CH:41][CH:42]=4)=[CH:33][CH:32]=3)=[C:26]([CH2:45][CH2:46][CH3:47])[N:25]3[N:48]=[CH:49][N:50]=[C:24]23)=[CH:19][CH:18]=1)[CH3:15]. The catalyst is C(OCC)(=O)C. The product is [CH3:13][CH:14]([O:16][C:17]1[CH:22]=[CH:21][C:20]([N:23]2[C:28](=[O:29])[C:27]([CH2:30][C:31]3[CH:36]=[CH:35][C:34]([C:37]4[CH:42]=[CH:41][CH:40]=[CH:39][C:38]=4[C:43]4[NH:3][C:4](=[O:7])[O:5][N:44]=4)=[CH:33][CH:32]=3)=[C:26]([CH2:45][CH2:46][CH3:47])[N:25]3[N:48]=[CH:49][N:50]=[C:24]23)=[CH:19][CH:18]=1)[CH3:15]. The yield is 0.610. (4) The reactants are [C:1]([OH:5])(=[O:4])[CH2:2][OH:3].C([N:10]([C:16]([O:18][CH2:19][C:20]1[CH:25]=[CH:24][CH:23]=[CH:22][CH:21]=1)=[O:17])[CH2:11][CH2:12][C:13]([OH:15])=[O:14])(C)(C)C. The catalyst is C(O)=O. The product is [C:1]([OH:5])(=[O:4])[CH2:2][OH:3].[C:16]([NH:10][CH2:11][CH2:12][C:13]([OH:15])=[O:14])([O:18][CH2:19][C:20]1[CH:25]=[CH:24][CH:23]=[CH:22][CH:21]=1)=[O:17]. The yield is 0.800.